Task: Predict the product of the given reaction.. Dataset: Forward reaction prediction with 1.9M reactions from USPTO patents (1976-2016) (1) The product is: [ClH:1].[Cl:38][C:18]([C:26]1[CH:31]=[CH:30][C:29]([I:32])=[CH:28][CH:27]=1)([C:20]1[N:24]([CH3:25])[CH:23]=[N:22][N:21]=1)[C:15]1[CH:16]=[C:17]2[C:12](=[CH:13][CH:14]=1)[N:11]1[N:33]=[N:34][N:35]=[C:10]1[N:9]=[C:8]2[C:4]1[CH:5]=[CH:6][CH:7]=[C:2]([Cl:1])[CH:3]=1. Given the reactants [Cl:1][C:2]1[CH:3]=[C:4]([C:8]2[C:17]3[C:12](=[CH:13][CH:14]=[C:15]([C:18]([C:26]4[CH:31]=[CH:30][C:29]([I:32])=[CH:28][CH:27]=4)([C:20]4[N:24]([CH3:25])[CH:23]=[N:22][N:21]=4)O)[CH:16]=3)[N:11]3[N:33]=[N:34][N:35]=[C:10]3[N:9]=2)[CH:5]=[CH:6][CH:7]=1.S(Cl)([Cl:38])=O, predict the reaction product. (2) The product is: [NH2:1][C:2]1[C:3](=[O:30])[NH:4][C:5]2[C:10]([N:11]=1)=[C:9]([O:12][C:13]1[CH:18]=[C:17]([C:19]3[CH:24]=[CH:23][C:22]([C:25]([F:28])([F:27])[F:26])=[CH:21][CH:20]=3)[N:16]=[C:15]([NH:38][CH:36]([C:35]3[CH:39]=[CH:40][C:32]([F:31])=[CH:33][CH:34]=3)[CH3:37])[N:14]=1)[CH:8]=[CH:7][CH:6]=2. Given the reactants [NH2:1][C:2]1[C:3](=[O:30])[NH:4][C:5]2[C:10]([N:11]=1)=[C:9]([O:12][C:13]1[CH:18]=[C:17]([C:19]3[CH:24]=[CH:23][C:22]([C:25]([F:28])([F:27])[F:26])=[CH:21][CH:20]=3)[N:16]=[C:15](Cl)[N:14]=1)[CH:8]=[CH:7][CH:6]=2.[F:31][C:32]1[CH:40]=[CH:39][C:35]([CH:36]([NH2:38])[CH3:37])=[CH:34][CH:33]=1, predict the reaction product. (3) Given the reactants [F:1][C:2]([F:21])([F:20])[C:3]1[CH:19]=[CH:18][C:6]([O:7][C:8]2[CH:17]=[CH:16][C:11](/[C:12](/[NH2:15])=[N:13]/[OH:14])=[CH:10][CH:9]=2)=[CH:5][CH:4]=1.[F-].[CH2:23]([N+](CCCC)(CCCC)CCCC)[CH2:24]CC, predict the reaction product. The product is: [F:1][C:2]([F:20])([F:21])[C:3]1[CH:19]=[CH:18][C:6]([O:7][C:8]2[CH:17]=[CH:16][C:11]([C:12]3[N:15]=[C:23]([CH3:24])[O:14][N:13]=3)=[CH:10][CH:9]=2)=[CH:5][CH:4]=1. (4) Given the reactants [Cl:1][C:2]1[N:6]2[N:7]=[C:8](Cl)[CH:9]=[CH:10][C:5]2=[N:4][N:3]=1.[F:12][C:13]1[CH:18]=[CH:17][C:16]([S:19]([NH:22][C:23]2[C:24]([O:38][CH3:39])=[N:25][CH:26]=[C:27](B3OC(C)(C)C(C)(C)O3)[CH:28]=2)(=[O:21])=[O:20])=[CH:15][CH:14]=1.C(Cl)Cl.C([O-])([O-])=O.[Cs+].[Cs+], predict the reaction product. The product is: [Cl:1][C:2]1[N:6]2[N:7]=[C:8]([C:27]3[CH:28]=[C:23]([NH:22][S:19]([C:16]4[CH:17]=[CH:18][C:13]([F:12])=[CH:14][CH:15]=4)(=[O:20])=[O:21])[C:24]([O:38][CH3:39])=[N:25][CH:26]=3)[CH:9]=[CH:10][C:5]2=[N:4][N:3]=1. (5) Given the reactants [Br:1][C:2]1[CH:3]=[C:4]2[CH2:10][CH2:9][CH2:8][C:5]2=[N:6][CH:7]=1.C([O-])(=O)C.[K+].C(O)(=O)C.[CH:20](=O)[C:21]1[CH:26]=[CH:25][CH:24]=[CH:23][CH:22]=1, predict the reaction product. The product is: [CH:20](=[C:8]1/[CH2:9][CH2:10][C:4]2[C:5]/1=[N:6][CH:7]=[C:2]([Br:1])[CH:3]=2)/[C:21]1[CH:26]=[CH:25][CH:24]=[CH:23][CH:22]=1. (6) Given the reactants [NH2:1][C:2]1[CH:9]=[CH:8][C:5]([CH2:6][NH2:7])=[CH:4][CH:3]=1.[CH:10]([N:13]=[C:14]=[N:15][CH:16]([CH3:18])[CH3:17])([CH3:12])[CH3:11], predict the reaction product. The product is: [NH2:1][C:2]1[CH:9]=[CH:8][C:5]([CH2:6][NH:7][C:14]([NH:15][CH:16]([CH3:18])[CH3:17])=[N:13][CH:10]([CH3:12])[CH3:11])=[CH:4][CH:3]=1.